This data is from NCI-60 drug combinations with 297,098 pairs across 59 cell lines. The task is: Regression. Given two drug SMILES strings and cell line genomic features, predict the synergy score measuring deviation from expected non-interaction effect. (1) Drug 2: C1=NC2=C(N1)C(=S)N=C(N2)N. Cell line: NCI-H522. Synergy scores: CSS=28.4, Synergy_ZIP=0.598, Synergy_Bliss=1.77, Synergy_Loewe=-7.60, Synergy_HSA=2.36. Drug 1: CS(=O)(=O)C1=CC(=C(C=C1)C(=O)NC2=CC(=C(C=C2)Cl)C3=CC=CC=N3)Cl. (2) Drug 1: CC(C1=C(C=CC(=C1Cl)F)Cl)OC2=C(N=CC(=C2)C3=CN(N=C3)C4CCNCC4)N. Cell line: TK-10. Drug 2: C1C(C(OC1N2C=NC3=C(N=C(N=C32)Cl)N)CO)O. Synergy scores: CSS=3.77, Synergy_ZIP=0.735, Synergy_Bliss=2.70, Synergy_Loewe=0.665, Synergy_HSA=0.961. (3) Drug 1: C(CN)CNCCSP(=O)(O)O. Drug 2: CC1CCCC2(C(O2)CC(NC(=O)CC(C(C(=O)C(C1O)C)(C)C)O)C(=CC3=CSC(=N3)C)C)C. Cell line: HOP-62. Synergy scores: CSS=29.7, Synergy_ZIP=0.652, Synergy_Bliss=-3.97, Synergy_Loewe=-29.9, Synergy_HSA=-3.06. (4) Drug 1: CC12CCC3C(C1CCC2=O)CC(=C)C4=CC(=O)C=CC34C. Drug 2: C1=CC=C(C=C1)NC(=O)CCCCCCC(=O)NO. Cell line: KM12. Synergy scores: CSS=59.8, Synergy_ZIP=5.96, Synergy_Bliss=5.89, Synergy_Loewe=5.63, Synergy_HSA=9.02. (5) Drug 1: CC(C)(C1=NC(=CC=C1)N2C3=NC(=NC=C3C(=O)N2CC=C)NC4=CC=C(C=C4)N5CCN(CC5)C)O. Drug 2: CCC1=C2N=C(C=C(N2N=C1)NCC3=C[N+](=CC=C3)[O-])N4CCCCC4CCO. Cell line: HCT116. Synergy scores: CSS=45.8, Synergy_ZIP=-1.33, Synergy_Bliss=-3.37, Synergy_Loewe=-7.01, Synergy_HSA=-1.48. (6) Drug 1: CC=C1C(=O)NC(C(=O)OC2CC(=O)NC(C(=O)NC(CSSCCC=C2)C(=O)N1)C(C)C)C(C)C. Drug 2: CNC(=O)C1=NC=CC(=C1)OC2=CC=C(C=C2)NC(=O)NC3=CC(=C(C=C3)Cl)C(F)(F)F. Cell line: CCRF-CEM. Synergy scores: CSS=5.54, Synergy_ZIP=5.90, Synergy_Bliss=9.44, Synergy_Loewe=-65.3, Synergy_HSA=-0.0836. (7) Drug 1: C1CN1P(=S)(N2CC2)N3CC3. Drug 2: CC1C(C(CC(O1)OC2CC(CC3=C2C(=C4C(=C3O)C(=O)C5=C(C4=O)C(=CC=C5)OC)O)(C(=O)CO)O)N)O.Cl. Cell line: SK-OV-3. Synergy scores: CSS=23.2, Synergy_ZIP=-3.58, Synergy_Bliss=0.511, Synergy_Loewe=-4.45, Synergy_HSA=2.13.